From a dataset of Full USPTO retrosynthesis dataset with 1.9M reactions from patents (1976-2016). Predict the reactants needed to synthesize the given product. Given the product [CH2:48]([O:52][C:53]1[CH:58]=[CH:57][C:56]([C:15]2[CH:20]=[CH:19][C:18](/[CH:21]=[CH:22]/[C:23]3[N:24]([CH2:36][C:37]4[CH:38]=[CH:39][C:40]([O:43][C:44]([F:46])([F:45])[F:47])=[CH:41][CH:42]=4)[CH:25]=[C:26]([C:28]4[CH:33]=[CH:32][C:31]([Cl:34])=[CH:30][C:29]=4[Cl:35])[N:27]=3)=[CH:17][CH:16]=2)=[CH:55][CH:54]=1)[CH2:49][CH2:50][CH3:51], predict the reactants needed to synthesize it. The reactants are: FC(F)(F)OC1C=CC(CBr)=CC=1.Br[C:15]1[CH:20]=[CH:19][C:18](/[CH:21]=[CH:22]/[C:23]2[N:24]([CH2:36][C:37]3[CH:42]=[CH:41][C:40]([O:43][C:44]([F:47])([F:46])[F:45])=[CH:39][CH:38]=3)[CH:25]=[C:26]([C:28]3[CH:33]=[CH:32][C:31]([Cl:34])=[CH:30][C:29]=3[Cl:35])[N:27]=2)=[CH:17][CH:16]=1.[CH2:48]([O:52][C:53]1[CH:58]=[CH:57][C:56](B(O)O)=[CH:55][CH:54]=1)[CH2:49][CH2:50][CH3:51].